Dataset: Forward reaction prediction with 1.9M reactions from USPTO patents (1976-2016). Task: Predict the product of the given reaction. (1) Given the reactants [C:1]([O:5][C:6]([C:8]1[C:9]([CH2:24][O:25][CH3:26])=[C:10]([C:14]([O:16][CH2:17][C:18]2[CH:23]=[CH:22][CH:21]=[CH:20][CH:19]=2)=[O:15])[S:11][C:12]=1[NH2:13])=[O:7])([CH3:4])([CH3:3])[CH3:2].Cl[C:28]([O:30][CH2:31][CH2:32][CH2:33][CH2:34][CH2:35][CH2:36][CH2:37][CH3:38])=[O:29], predict the reaction product. The product is: [C:1]([O:5][C:6]([C:8]1[C:9]([CH2:24][O:25][CH3:26])=[C:10]([C:14]([O:16][CH2:17][C:18]2[CH:19]=[CH:20][CH:21]=[CH:22][CH:23]=2)=[O:15])[S:11][C:12]=1[NH:13][C:28]([O:30][CH2:31][CH2:32][CH2:33][CH2:34][CH2:35][CH2:36][CH2:37][CH3:38])=[O:29])=[O:7])([CH3:4])([CH3:3])[CH3:2]. (2) The product is: [F:1][C:2]([F:17])([F:16])[C:3]1[CH:4]=[C:5]([C:19]2[CH:20]=[C:21]([CH:24]=[O:25])[O:22][CH:23]=2)[CH:6]=[C:7]([C:9]([F:12])([F:11])[F:10])[CH:8]=1. Given the reactants [F:1][C:2]([F:17])([F:16])[C:3]1[CH:4]=[C:5](B(O)O)[CH:6]=[C:7]([C:9]([F:12])([F:11])[F:10])[CH:8]=1.Br[C:19]1[CH:20]=[C:21]([CH:24]=[O:25])[O:22][CH:23]=1.C(=O)([O-])[O-].[Na+].[Na+], predict the reaction product. (3) Given the reactants CO[C:3](=[O:8])[C:4]([O:6][CH3:7])=[O:5].C[O-].[Na+].[CH3:12][S:13][C:14]1[CH:19]=[CH:18][C:17]([C:20](=[O:22])[CH3:21])=[CH:16][CH:15]=1.Cl, predict the reaction product. The product is: [OH:8]/[C:3](=[CH:21]\[C:20]([C:17]1[CH:18]=[CH:19][C:14]([S:13][CH3:12])=[CH:15][CH:16]=1)=[O:22])/[C:4]([O:6][CH3:7])=[O:5]. (4) Given the reactants [CH2:1]([O:3][C:4]1[C:12]2[C:11](=[O:13])[N:10]([C:14]3[CH:19]=[CH:18][C:17]([CH2:20][C:21]([O:23][CH2:24][CH3:25])=[O:22])=[CH:16][C:15]=3[F:26])[C:9](=[O:27])[C:8]=2[C:7]([OH:28])=[C:6]2[CH:29]=[CH:30][CH:31]=[CH:32][C:5]=12)[CH3:2].C(=O)([O-])[O-].[Na+].[Na+].FC(F)(F)S(O[CH2:45][CH:46]([F:48])[F:47])(=O)=O.O, predict the reaction product. The product is: [F:47][CH:46]([F:48])[CH2:45][O:28][C:7]1[C:8]2[C:9](=[O:27])[N:10]([C:14]3[CH:19]=[CH:18][C:17]([CH2:20][C:21]([O:23][CH2:24][CH3:25])=[O:22])=[CH:16][C:15]=3[F:26])[C:11](=[O:13])[C:12]=2[C:4]([O:3][CH2:1][CH3:2])=[C:5]2[CH:32]=[CH:31][CH:30]=[CH:29][C:6]=12. (5) Given the reactants Br[C:2]1[C:3]([CH3:11])=[C:4]([C:7]([F:10])=[CH:8][CH:9]=1)[C:5]#[N:6].C1C(=O)N([Br:19])C(=O)C1.[O:20]1CCO[CH2:22][CH2:21]1, predict the reaction product. The product is: [Br:19][CH2:22][C:21]([C:2]1[C:3]([CH3:11])=[C:4]([C:7]([F:10])=[CH:8][CH:9]=1)[C:5]#[N:6])=[O:20]. (6) Given the reactants [NH2:1][C:2]1[CH:3]=[C:4]([CH:16]=[CH:17][C:18]=1[NH2:19])[C:5]([NH:7][C:8]1[CH:13]=[CH:12][C:11]([CH3:14])=[C:10]([CH3:15])[CH:9]=1)=[O:6].[CH:20]([C:22]1[C:27]([CH3:28])=[CH:26][C:25]([NH:29][C:30](=[O:32])[CH3:31])=[CH:24][C:23]=1[CH3:33])=O, predict the reaction product. The product is: [CH3:15][C:10]1[CH:9]=[C:8]([NH:7][C:5]([C:4]2[CH:16]=[CH:17][C:18]3[N:19]=[C:20]([C:22]4[C:23]([CH3:33])=[CH:24][C:25]([NH:29][C:30](=[O:32])[CH3:31])=[CH:26][C:27]=4[CH3:28])[NH:1][C:2]=3[CH:3]=2)=[O:6])[CH:13]=[CH:12][C:11]=1[CH3:14].